From a dataset of Reaction yield outcomes from USPTO patents with 853,638 reactions. Predict the reaction yield, written as a fraction of the theoretical maximum amount of product (1.0 means a 100% yield; for example, 0.34 means a 34% yield). (1) The yield is 9.90. The reactants are [Si]([O:8][C@H:9]([C:34]1[CH:45]=[CH:44][C:37]2[O:38][C:39]([CH3:43])([CH3:42])[O:40][CH2:41][C:36]=2[CH:35]=1)[CH2:10][NH:11][C@H:12]([CH3:33])[CH2:13][C:14]1[CH:19]=[CH:18][CH:17]=[C:16]([C:20]23[CH2:29][CH:24]4[CH2:25][CH:26]([CH2:28][CH:22]([CH2:23]4)[CH2:21]2)[CH2:27]3)[C:15]=1[O:30][CH2:31][CH3:32])(C(C)(C)C)(C)C.O.O.O.[F-].C([N+](CCCC)(CCCC)CCCC)CCC. The catalyst is C1COCC1. The product is [OH:8][CH:9]([C:34]1[CH:45]=[CH:44][C:37]2[O:38][C:39]([CH3:43])([CH3:42])[O:40][CH2:41][C:36]=2[CH:35]=1)[CH2:10][NH:11][CH:12]([CH3:33])[CH2:13][C:14]1[CH:19]=[CH:18][CH:17]=[C:16]([C:20]23[CH2:27][CH:26]4[CH2:25][CH:24]([CH2:23][CH:22]([CH2:28]4)[CH2:21]2)[CH2:29]3)[C:15]=1[O:30][CH2:31][CH3:32]. (2) The reactants are O[CH2:2][CH2:3][CH2:4][C:5]1([CH3:25])[CH2:14][CH:13]2[CH:8]([CH:9]=[CH:10][CH:11]=[CH:12]2)[N:7]([CH2:15][C:16]2[CH:21]=[CH:20][C:19]([O:22][CH3:23])=[CH:18][CH:17]=2)[C:6]1=[O:24].[CH2:26]([N:28](CC)CC)C.CS(Cl)(=O)=O.C(OCC)(=O)C. The catalyst is C1COCC1.O. The product is [CH3:23][O:22][C:19]1[CH:20]=[CH:21][C:16]([CH2:15][N:7]2[CH:8]3[CH:13]([CH:12]=[CH:11][CH:10]=[CH:9]3)[CH2:14][C:5]([CH3:25])([CH2:4][CH2:3][CH2:2][NH:28][CH3:26])[C:6]2=[O:24])=[CH:17][CH:18]=1. The yield is 0.960.